Dataset: Reaction yield outcomes from USPTO patents with 853,638 reactions. Task: Predict the reaction yield, written as a fraction of the theoretical maximum amount of product (1.0 means a 100% yield; for example, 0.34 means a 34% yield). (1) The reactants are [NH:1]1[C:5]([C:6]2[CH:15]=[CH:14][C:9]([C:10](OC)=[O:11])=[CH:8][CH:7]=2)=[N:4][N:3]=[N:2]1.O.[NH2:17][NH2:18]. The catalyst is CCO. The product is [NH:1]1[C:5]([C:6]2[CH:15]=[CH:14][C:9]([C:10]([NH:17][NH2:18])=[O:11])=[CH:8][CH:7]=2)=[N:4][N:3]=[N:2]1. The yield is 0.800. (2) The reactants are [I:1]I.[N+:3]([C:6]1[CH:7]=[C:8]([CH:12]=[CH:13][CH:14]=1)[C:9]([OH:11])=[O:10])([O-:5])=[O:4]. The catalyst is S(=O)(=O)(O)O. The product is [I:1][C:13]1[CH:12]=[C:8]([CH:7]=[C:6]([N+:3]([O-:5])=[O:4])[CH:14]=1)[C:9]([OH:11])=[O:10]. The yield is 0.980. (3) The reactants are [Cl:1][C:2]1[CH:3]=[C:4]([O:21][CH2:22][CH3:23])[CH:5]=[C:6]2[C:11]=1[O:10][CH:9]([C:12]([F:15])([F:14])[F:13])[C:8]([C:16]([O:18]CC)=[O:17])=[CH:7]2.C1COCC1.CCO.O[Li].O. The catalyst is O. The product is [Cl:1][C:2]1[CH:3]=[C:4]([O:21][CH2:22][CH3:23])[CH:5]=[C:6]2[C:11]=1[O:10][CH:9]([C:12]([F:15])([F:14])[F:13])[C:8]([C:16]([OH:18])=[O:17])=[CH:7]2. The yield is 0.940. (4) The reactants are C([O:5][C:6]([C:8]1[CH:30]=[CH:29][C:11]([O:12][C:13]2[CH:22]=[C:21]3[C:16]([CH:17]([C:23]([O:25][CH3:26])=[O:24])[CH2:18][CH2:19][O:20]3)=[CH:15][C:14]=2[C:27]#[N:28])=[CH:10][CH:9]=1)=[O:7])(C)(C)C.C(O)(C(F)(F)F)=O. The catalyst is ClCCl. The product is [C:27]([C:14]1[CH:15]=[C:16]2[C:21](=[CH:22][C:13]=1[O:12][C:11]1[CH:29]=[CH:30][C:8]([C:6]([OH:7])=[O:5])=[CH:9][CH:10]=1)[O:20][CH2:19][CH2:18][CH:17]2[C:23]([O:25][CH3:26])=[O:24])#[N:28]. The yield is 0.927. (5) The reactants are Cl[C:2]1(C#N)[CH2:7][CH:6]2[CH2:8][CH2:9][CH:3]1[CH:4]=[CH:5]2.[OH-:12].[K+]. The catalyst is CS(C)=O.O. The product is [CH:3]12[CH2:9][CH2:8][CH:6]([CH:5]=[CH:4]1)[CH2:7][C:2]2=[O:12]. The yield is 0.500. (6) The reactants are [Cl:1][C:2]1[CH:32]=[CH:31][C:5]([O:6][C:7]2[CH:30]=[CH:29][C:10]([CH2:11][CH2:12][C:13]3[NH:14][CH:15]=[C:16]([CH2:20][C:21]4[CH:22]=[N:23][C:24]([O:27][CH3:28])=[N:25][CH:26]=4)[C:17](=[O:19])[N:18]=3)=[CH:9][CH:8]=2)=[CH:4][C:3]=1[C:33]([F:36])([F:35])[F:34].[CH3:37]CN(C(C)C)C(C)C.CI. The catalyst is ClC(Cl)C. The product is [Cl:1][C:2]1[CH:32]=[CH:31][C:5]([O:6][C:7]2[CH:30]=[CH:29][C:10]([CH2:11][CH2:12][C:13]3[N:14]([CH3:37])[CH:15]=[C:16]([CH2:20][C:21]4[CH:26]=[N:25][C:24]([O:27][CH3:28])=[N:23][CH:22]=4)[C:17](=[O:19])[N:18]=3)=[CH:9][CH:8]=2)=[CH:4][C:3]=1[C:33]([F:34])([F:35])[F:36]. The yield is 0.158. (7) The reactants are [CH:1]1([CH:7]([NH:22][C:23]2[CH:28]=[CH:27][C:26]([C:29]([N:31]([CH3:39])[CH2:32][CH2:33][C:34]([O:36]CC)=[O:35])=[O:30])=[CH:25][CH:24]=2)[C:8]2[CH:12]=[C:11]([C:13]3[CH:14]=[N:15][C:16]([O:19][CH3:20])=[CH:17][CH:18]=3)[O:10][C:9]=2[CH3:21])[CH2:6][CH2:5][CH2:4][CH2:3][CH2:2]1. The catalyst is C(O)C.CCCCCC. The product is [CH:1]1([CH:7]([NH:22][C:23]2[CH:24]=[CH:25][C:26]([C:29]([N:31]([CH3:39])[CH2:32][CH2:33][C:34]([OH:36])=[O:35])=[O:30])=[CH:27][CH:28]=2)[C:8]2[CH:12]=[C:11]([C:13]3[CH:14]=[N:15][C:16]([O:19][CH3:20])=[CH:17][CH:18]=3)[O:10][C:9]=2[CH3:21])[CH2:6][CH2:5][CH2:4][CH2:3][CH2:2]1. The yield is 0.940. (8) The reactants are [CH3:1][C:2]1[C:10]2[C:5](=[N:6][CH:7]=[CH:8][CH:9]=2)[S:4][C:3]=1[CH:11]=[O:12].[CH:13]1([Mg]Br)[CH2:18][CH2:17][CH2:16][CH2:15][CH2:14]1.[Cl-].[NH4+].C[N+]1([O-])CCOCC1. The catalyst is O1CCCC1.[Ru]([O-])(=O)(=O)=O.C([N+](CCC)(CCC)CCC)CC.C(#N)C. The product is [CH:13]1([C:11]([C:3]2[S:4][C:5]3=[N:6][CH:7]=[CH:8][CH:9]=[C:10]3[C:2]=2[CH3:1])=[O:12])[CH2:18][CH2:17][CH2:16][CH2:15][CH2:14]1. The yield is 0.850. (9) The reactants are CC1C=CC(S(O[CH2:12][CH2:13][N:14]2[CH:18]3[N:19]=[C:20]4[C:25]([N:17]3[N:16]([CH3:32])[C:15]2=[O:33])=[C:24]([C:26]2[O:27][CH:28]=[CH:29][CH:30]=2)[N:23]=[CH:22][N:21]4[NH2:31])(=O)=O)=CC=1.[CH3:34][O:35][CH2:36][CH2:37][O:38][C:39]1[CH:44]=[CH:43][C:42]([N:45]2[CH2:50][CH2:49][NH:48][CH2:47][CH2:46]2)=[CH:41][CH:40]=1.CCN(C(C)C)C(C)C.O. The catalyst is CN(C=O)C. The product is [NH2:31][N:21]1[C:20]2[C:25]([N:17]3[N:16]([CH3:32])[C:15](=[O:33])[N:14]([CH2:13][CH2:12][N:48]4[CH2:49][CH2:50][N:45]([C:42]5[CH:41]=[CH:40][C:39]([O:38][CH2:37][CH2:36][O:35][CH3:34])=[CH:44][CH:43]=5)[CH2:46][CH2:47]4)[CH:18]3[N:19]=2)=[C:24]([C:26]2[O:27][CH:28]=[CH:29][CH:30]=2)[N:23]=[CH:22]1. The yield is 0.470.